Dataset: Full USPTO retrosynthesis dataset with 1.9M reactions from patents (1976-2016). Task: Predict the reactants needed to synthesize the given product. (1) The reactants are: Cl.FC(F)(F)C([NH:6][CH:7]1[CH2:11][CH2:10][NH:9][CH2:8]1)=O.[Cl:14]CCl.C(N(CC)CC)C.[C:24](O[C:24]([O:26][C:27]([CH3:30])([CH3:29])[CH3:28])=[O:25])([O:26][C:27]([CH3:30])([CH3:29])[CH3:28])=[O:25]. Given the product [ClH:14].[NH2:6][CH:7]1[CH2:11][CH2:10][N:9]([C:24]([O:26][C:27]([CH3:30])([CH3:29])[CH3:28])=[O:25])[CH2:8]1, predict the reactants needed to synthesize it. (2) The reactants are: [I:1]I.[NH2:3][C:4]1[CH:14]=[CH:13][C:7]([C:8]([O:10][CH2:11][CH3:12])=[O:9])=[CH:6][C:5]=1[O:15][CH2:16][O:17][CH3:18]. Given the product [NH2:3][C:4]1[C:5]([O:15][CH2:16][O:17][CH3:18])=[CH:6][C:7]([C:8]([O:10][CH2:11][CH3:12])=[O:9])=[CH:13][C:14]=1[I:1], predict the reactants needed to synthesize it.